This data is from Peptide-MHC class II binding affinity with 134,281 pairs from IEDB. The task is: Regression. Given a peptide amino acid sequence and an MHC pseudo amino acid sequence, predict their binding affinity value. This is MHC class II binding data. (1) The peptide sequence is AIATAGTTVYGAFAA. The MHC is HLA-DQA10102-DQB10602 with pseudo-sequence HLA-DQA10102-DQB10602. The binding affinity (normalized) is 0.869. (2) The peptide sequence is RDGGQLRIPSLLHGG. The MHC is HLA-DQA10301-DQB10302 with pseudo-sequence HLA-DQA10301-DQB10302. The binding affinity (normalized) is 0.0339.